This data is from Forward reaction prediction with 1.9M reactions from USPTO patents (1976-2016). The task is: Predict the product of the given reaction. (1) Given the reactants Br[CH2:2][CH:3]1[O:8][C:7]2[CH:9]=[C:10]([S:13]([CH3:16])(=[O:15])=[O:14])[CH:11]=[CH:12][C:6]=2[CH2:5][O:4]1.[CH2:17]([NH2:20])[CH:18]=[CH2:19], predict the reaction product. The product is: [CH3:16][S:13]([C:10]1[CH:11]=[CH:12][C:6]2[CH2:5][O:4][CH:3]([CH2:2][NH:20][CH2:17][CH:18]=[CH2:19])[O:8][C:7]=2[CH:9]=1)(=[O:15])=[O:14]. (2) Given the reactants [Cl:1][C:2]1[CH:3]=[C:4]([CH:29]=[CH:30][C:31]=1[O:32][CH3:33])[CH2:5][NH:6][C:7]1[C:16]2[C:11](=[CH:12][CH:13]=[C:14]([C:17]#[N:18])[CH:15]=2)[C:10]([N:19]2[CH2:28][CH2:27][C:22]3([CH2:25][CH:24]([OH:26])[CH2:23]3)[CH2:21][CH2:20]2)=[N:9][N:8]=1.C(OCC)(=O)C.C(=O)(O)[O-].[Na+].S([O-])([O-])(=O)=S.[Na+].[Na+], predict the reaction product. The product is: [Cl:1][C:2]1[CH:3]=[C:4]([CH:29]=[CH:30][C:31]=1[O:32][CH3:33])[CH2:5][NH:6][C:7]1[C:16]2[C:11](=[CH:12][CH:13]=[C:14]([C:17]#[N:18])[CH:15]=2)[C:10]([N:19]2[CH2:28][CH2:27][C:22]3([CH2:25][C:24](=[O:26])[CH2:23]3)[CH2:21][CH2:20]2)=[N:9][N:8]=1.